From a dataset of Catalyst prediction with 721,799 reactions and 888 catalyst types from USPTO. Predict which catalyst facilitates the given reaction. (1) Reactant: [C:1]([C:4]1[N:5]=[CH:6][N:7]2[C:12](=[O:13])[N:11]([CH2:14][C:15]([O:17]CC)=[O:16])[N:10]=[N:9][C:8]=12)(=[O:3])[NH2:2]. Product: [C:1]([C:4]1[N:5]=[CH:6][N:7]2[C:12](=[O:13])[N:11]([CH2:14][C:15]([OH:17])=[O:16])[N:10]=[N:9][C:8]=12)(=[O:3])[NH2:2]. The catalyst class is: 33. (2) Reactant: [CH:1]([N:4]1[CH2:8][CH2:7][CH2:6][C@H:5]1[C:9]([OH:11])=O)([CH3:3])[CH3:2].C(Cl)(=O)C([Cl:15])=O.CN(C=O)C. Product: [CH:1]([N:4]1[CH2:8][CH2:7][CH2:6][C@H:5]1[C:9]([Cl:15])=[O:11])([CH3:3])[CH3:2]. The catalyst class is: 4. (3) Reactant: [CH2:1]([O:8][C:9]1[CH:16]=[CH:15][C:12]([CH:13]=[O:14])=[C:11]([CH3:17])[CH:10]=1)[C:2]1[CH:7]=[CH:6][CH:5]=[CH:4][CH:3]=1.P([O-])(O)(O)=[O:19].[Na+].S(=O)(=O)(O)N.Cl([O-])=O.[Na+].S([O-])([O-])=O.[Na+].[Na+].Cl. Product: [CH2:1]([O:8][C:9]1[CH:16]=[CH:15][C:12]([C:13]([OH:19])=[O:14])=[C:11]([CH3:17])[CH:10]=1)[C:2]1[CH:3]=[CH:4][CH:5]=[CH:6][CH:7]=1. The catalyst class is: 38. (4) Reactant: Cl[C:2]1[N:7]=[C:6]2[O:8][C:9]3[C:14]([C@H:15]([C:16]([CH3:21])([CH3:20])[C:17]([OH:19])=[O:18])[C:5]2=[CH:4][CH:3]=1)=[CH:13][CH:12]=[CH:11][C:10]=3[F:22].[CH3:23][N:24]1[C:28]([C:29]2[CH:34]=[CH:33][C:32](B(O)O)=[CH:31][CH:30]=2)=[N:27][N:26]=[N:25]1.[O-]P([O-])([O-])=O.[K+].[K+].[K+]. Product: [F:22][C:10]1[CH:11]=[CH:12][CH:13]=[C:14]2[C:9]=1[O:8][C:6]1=[N:7][C:2]([C:32]3[CH:31]=[CH:30][C:29]([C:28]4[N:24]([CH3:23])[N:25]=[N:26][N:27]=4)=[CH:34][CH:33]=3)=[CH:3][CH:4]=[C:5]1[C@H:15]2[C:16]([CH3:21])([CH3:20])[C:17]([OH:19])=[O:18]. The catalyst class is: 128. (5) Reactant: Cl.[CH3:2][O:3][C:4](=[O:14])[C@H:5]([CH2:7][C:8]1[CH:13]=[CH:12][CH:11]=[CH:10][CH:9]=1)[NH2:6].[Cl:15][C:16]1[CH:17]=[C:18]([NH:23][CH:24]([C:26](O)=[O:27])[CH3:25])[CH:19]=[CH:20][C:21]=1[Cl:22]. Product: [CH3:2][O:3][C:4](=[O:14])[C@H:5]([CH2:7][C:8]1[CH:13]=[CH:12][CH:11]=[CH:10][CH:9]=1)[NH:6][C:26](=[O:27])[C@H:24]([CH3:25])[NH:23][C:18]1[CH:19]=[CH:20][C:21]([Cl:22])=[C:16]([Cl:15])[CH:17]=1. The catalyst class is: 25. (6) Reactant: Cl.Cl.Cl.Cl.[NH2:5][C:6]1[C:11]([NH2:12])=[CH:10][C:9]([NH2:13])=[C:8]([NH2:14])[C:7]=1[CH3:15].[Sn].[OH-].[Na+]. Product: [NH2:5][C:6]1[C:11]([NH2:12])=[CH:10][C:9]([NH2:13])=[C:8]([NH2:14])[C:7]=1[CH3:15]. The catalyst class is: 6. (7) Reactant: [Br:1][C:2]1[C:3](=[O:19])[NH:4][N:5]=[CH:6][C:7]=1[NH:8][C@@H:9]1[CH2:14][C@@H:13]2[CH2:15][C@@H:11]([C:12]2([CH3:17])[CH3:16])[C@H:10]1[CH3:18].Br[CH2:21][CH2:22][C:23]([O:25][CH2:26][CH3:27])=[O:24].C(=O)([O-])[O-].[K+].[K+].[Cl-].[NH4+]. Product: [Br:1][C:2]1[C:3](=[O:19])[N:4]([CH2:21][CH2:22][C:23]([O:25][CH2:26][CH3:27])=[O:24])[N:5]=[CH:6][C:7]=1[NH:8][C@@H:9]1[CH2:14][C@@H:13]2[CH2:15][C@@H:11]([C:12]2([CH3:16])[CH3:17])[C@H:10]1[CH3:18]. The catalyst class is: 9. (8) Reactant: [NH:1]1[C:9]2[C:4](=[CH:5][CH:6]=[CH:7][C:8]=2[C:10]([OH:12])=O)[CH:3]=[CH:2]1.CCN(CC)CC.CCN=C=NCCCN(C)C.[Cl:31][C:32]1[CH:45]=[CH:44][C:35]([CH2:36][N:37]2[CH2:42][CH2:41][CH:40]([NH2:43])[CH2:39][CH2:38]2)=[CH:34][C:33]=1[O:46][CH2:47][CH3:48]. Product: [Cl:31][C:32]1[CH:45]=[CH:44][C:35]([CH2:36][N:37]2[CH2:42][CH2:41][CH:40]([NH:43][C:10]([C:8]3[CH:7]=[CH:6][CH:5]=[C:4]4[C:9]=3[NH:1][CH:2]=[CH:3]4)=[O:12])[CH2:39][CH2:38]2)=[CH:34][C:33]=1[O:46][CH2:47][CH3:48]. The catalyst class is: 3. (9) Reactant: [NH2:1][CH2:2][C:3]1[CH:4]=[C:5]([CH:33]=[CH:34][CH:35]=1)[CH2:6][N:7]([CH2:20][C:21]1[CH:26]=[CH:25][C:24]([C:27]2[CH:32]=[CH:31][CH:30]=[CH:29][CH:28]=2)=[CH:23][CH:22]=1)[S:8]([C:11]1[CH:16]=[C:15]([Cl:17])[CH:14]=[C:13]([Cl:18])[C:12]=1[OH:19])(=[O:10])=[O:9].CCN(CC)CC.Cl[S:44]([C:47]1[CH:48]=[CH:49][C:50]([CH3:56])=[C:51]([CH:55]=1)[C:52]([OH:54])=[O:53])(=[O:46])=[O:45]. Product: [C:24]1([C:27]2[CH:28]=[CH:29][CH:30]=[CH:31][CH:32]=2)[CH:25]=[CH:26][C:21]([CH2:20][N:7]([CH2:6][C:5]2[CH:4]=[C:3]([CH:35]=[CH:34][CH:33]=2)[CH2:2][NH:1][S:44]([C:47]2[CH:48]=[CH:49][C:50]([CH3:56])=[C:51]([CH:55]=2)[C:52]([OH:54])=[O:53])(=[O:46])=[O:45])[S:8]([C:11]2[CH:16]=[C:15]([Cl:17])[CH:14]=[C:13]([Cl:18])[C:12]=2[OH:19])(=[O:10])=[O:9])=[CH:22][CH:23]=1. The catalyst class is: 2.